Task: Predict the product of the given reaction.. Dataset: Forward reaction prediction with 1.9M reactions from USPTO patents (1976-2016) (1) Given the reactants FC(F)(F)S(O[C:7]1[CH:12]=[CH:11][CH:10]=[C:9]([N+:13]([O-:15])=[O:14])[C:8]=1[C:16]#[N:17])(=O)=O.[C:20]1(B(O)O)[CH:25]=[CH:24][CH:23]=[CH:22][CH:21]=1, predict the reaction product. The product is: [N+:13]([C:9]1[CH:10]=[CH:11][CH:12]=[C:7]([C:20]2[CH:25]=[CH:24][CH:23]=[CH:22][CH:21]=2)[C:8]=1[C:16]#[N:17])([O-:15])=[O:14]. (2) Given the reactants [CH3:1][N:2]1[CH2:7][CH2:6][N:5]([C:8]2[CH:13]=[C:12](O)[C:11]([N+:15]([O-:17])=[O:16])=[CH:10][N:9]=2)[CH2:4][CH2:3]1.CN(C)C1C=CC=CC=1.P(Cl)(Cl)([Cl:29])=O, predict the reaction product. The product is: [Cl:29][C:12]1[C:11]([N+:15]([O-:17])=[O:16])=[CH:10][N:9]=[C:8]([N:5]2[CH2:6][CH2:7][N:2]([CH3:1])[CH2:3][CH2:4]2)[CH:13]=1.